From a dataset of Reaction yield outcomes from USPTO patents with 853,638 reactions. Predict the reaction yield, written as a fraction of the theoretical maximum amount of product (1.0 means a 100% yield; for example, 0.34 means a 34% yield). The reactants are [F:1][C:2]1[CH:3]=[C:4]([NH2:9])[CH:5]=[CH:6][C:7]=1[CH3:8].[S:10](C#N)[C:11]#[N:12].[K].BrBr.[OH-].[NH4+]. The catalyst is C(O)(=O)C. The product is [F:1][C:2]1[C:7]([CH3:8])=[CH:6][C:5]2[S:10][C:11]([NH2:12])=[N:9][C:4]=2[CH:3]=1. The yield is 0.980.